Dataset: Peptide-MHC class I binding affinity with 185,985 pairs from IEDB/IMGT. Task: Regression. Given a peptide amino acid sequence and an MHC pseudo amino acid sequence, predict their binding affinity value. This is MHC class I binding data. (1) The peptide sequence is VETKCPNLD. The MHC is HLA-A68:02 with pseudo-sequence HLA-A68:02. The binding affinity (normalized) is 0. (2) The peptide sequence is RAPHLPPQW. The MHC is HLA-B14:02 with pseudo-sequence HLA-B14:02. The binding affinity (normalized) is 0.213. (3) The peptide sequence is AINSEMFLL. The MHC is HLA-B54:01 with pseudo-sequence HLA-B54:01. The binding affinity (normalized) is 0. (4) The binding affinity (normalized) is 0.676. The MHC is H-2-Kb with pseudo-sequence H-2-Kb. The peptide sequence is VAFLRFLTI. (5) The peptide sequence is CFLIFHFFLF. The MHC is HLA-A29:02 with pseudo-sequence HLA-A29:02. The binding affinity (normalized) is 0.149.